From a dataset of Reaction yield outcomes from USPTO patents with 853,638 reactions. Predict the reaction yield, written as a fraction of the theoretical maximum amount of product (1.0 means a 100% yield; for example, 0.34 means a 34% yield). (1) The reactants are [CH:1]1([CH2:4][CH2:5][CH2:6][NH2:7])[CH2:3][CH2:2]1.C([O:10][C:11]([C:13]1[N:14]=[C:15]2[CH:20]=[CH:19][C:18]([N:21]3[CH2:26][CH2:25][N:24]([C:27](=[O:39])[C:28]4[CH:33]=[C:32]([F:34])[CH:31]=[CH:30][C:29]=4[C:35]([F:38])([F:37])[F:36])[CH2:23][CH2:22]3)=[N:17][N:16]2[CH:40]=1)=O)C. No catalyst specified. The product is [CH:1]1([CH2:4][CH2:5][CH2:6][NH:7][C:11]([C:13]2[N:14]=[C:15]3[CH:20]=[CH:19][C:18]([N:21]4[CH2:26][CH2:25][N:24]([C:27](=[O:39])[C:28]5[CH:33]=[C:32]([F:34])[CH:31]=[CH:30][C:29]=5[C:35]([F:36])([F:38])[F:37])[CH2:23][CH2:22]4)=[N:17][N:16]3[CH:40]=2)=[O:10])[CH2:3][CH2:2]1. The yield is 0.460. (2) The reactants are [CH2:1]([N:8]1[CH2:12][CH2:11][N:10]([C:13]2[S:14][C:15]([C:19]([OH:21])=O)=[C:16]([CH3:18])[N:17]=2)[C:9]1=[O:22])[C:2]1[CH:7]=[CH:6]C=CC=1.C(N1CCN(C2SC(C(O)=O)=C(C)N=2)C1=O)CCC.[NH2:42][CH2:43][C:44]1[CH:45]=[N:46][CH:47]=[CH:48][CH:49]=1. No catalyst specified. The product is [CH2:1]([N:8]1[CH2:12][CH2:11][N:10]([C:13]2[S:14][C:15]([C:19]([NH:42][CH2:43][C:44]3[CH:45]=[N:46][CH:47]=[CH:48][CH:49]=3)=[O:21])=[C:16]([CH3:18])[N:17]=2)[C:9]1=[O:22])[CH2:2][CH2:7][CH3:6]. The yield is 0.330. (3) The reactants are [NH:1]([C:3]([O:5][C:6]([CH3:9])([CH3:8])[CH3:7])=[O:4])[NH2:2].[F:10][C:11]([F:17])([F:16])[CH2:12][N:13]=[C:14]=[O:15].C1COCC1. The catalyst is C1C=CC=CC=1. The product is [F:10][C:11]([F:17])([F:16])[CH2:12][NH:13][C:14]([NH:2][NH:1][C:3]([O:5][C:6]([CH3:9])([CH3:8])[CH3:7])=[O:4])=[O:15]. The yield is 0.790. (4) The reactants are [CH3:13][C:12]([O:11][C:9](O[C:9]([O:11][C:12]([CH3:15])([CH3:14])[CH3:13])=[O:10])=[O:10])([CH3:15])[CH3:14].[NH2:16][CH2:17][C:18]1[CH:23]=[CH:22][C:21]([C:24]2[CH:29]=[CH:28][CH:27]=[CH:26][C:25]=2[O:30][CH2:31][CH3:32])=[C:20]([NH2:33])[CH:19]=1. The catalyst is O1CCOCC1. The product is [C:12]([O:11][C:9](=[O:10])[NH:16][CH2:17][C:18]1[CH:23]=[CH:22][C:21]([C:24]2[CH:29]=[CH:28][CH:27]=[CH:26][C:25]=2[O:30][CH2:31][CH3:32])=[C:20]([NH2:33])[CH:19]=1)([CH3:13])([CH3:14])[CH3:15]. The yield is 0.310. (5) The reactants are [CH3:1][S:2](Cl)(=[O:4])=[O:3].C(N(CC)CC)C.[OH:13][CH2:14][C@@H:15]1[O:19][C:18](=[O:20])[N:17]([C:21]2[CH:30]=[CH:29][C:24]3[C:25]([CH3:28])=[N:26][O:27][C:23]=3[CH:22]=2)[CH2:16]1. The catalyst is C(Cl)Cl. The product is [CH3:28][C:25]1[C:24]2[CH:29]=[CH:30][C:21]([N:17]3[CH2:16][C@H:15]([CH2:14][O:13][S:2]([CH3:1])(=[O:4])=[O:3])[O:19][C:18]3=[O:20])=[CH:22][C:23]=2[O:27][N:26]=1. The yield is 0.790. (6) The reactants are COC(=O)CC1C2C(=CC=CC=2)C(Br)=CC=1.C([N-]C(C)C)(C)C.[Li+].BrCCBr.C[O:30][C:31](=[O:47])[CH:32]([C:36]1[C:45]2[C:40](=[CH:41][CH:42]=[CH:43][CH:44]=2)[C:39]([Br:46])=[CH:38][CH:37]=1)[CH2:33][CH2:34]Br.C(=O)([O-])[O-].[K+].[K+]. The catalyst is O1CCCC1.O1CCCC1.CCCCCCC.C(C1C=CC=CC=1)C.CN(C)P(N(C)C)(N(C)C)=O. The product is [Br:46][C:39]1[C:40]2[C:45](=[CH:44][CH:43]=[CH:42][CH:41]=2)[C:36]([C:32]2([C:31]([OH:30])=[O:47])[CH2:34][CH2:33]2)=[CH:37][CH:38]=1. The yield is 0.300. (7) The reactants are Cl[CH2:2][CH2:3][CH:4]=[C:5]1[C:11]2[CH:12]=[CH:13][CH:14]=[CH:15][C:10]=2[CH2:9][O:8][C:7]2[CH:16]=[CH:17][CH:18]=[CH:19][C:6]1=2.[CH3:20][NH:21][CH3:22].O.Cl. The catalyst is O1CCCC1.C(O)C. The product is [CH3:20][N:21]([CH3:22])[CH2:2][CH2:3][CH:4]=[C:5]1[C:11]2[CH:12]=[CH:13][CH:14]=[CH:15][C:10]=2[CH2:9][O:8][C:7]2[CH:16]=[CH:17][CH:18]=[CH:19][C:6]1=2. The yield is 0.735.